This data is from NCI-60 drug combinations with 297,098 pairs across 59 cell lines. The task is: Regression. Given two drug SMILES strings and cell line genomic features, predict the synergy score measuring deviation from expected non-interaction effect. Drug 1: CN1CCC(CC1)COC2=C(C=C3C(=C2)N=CN=C3NC4=C(C=C(C=C4)Br)F)OC. Drug 2: C1CN1P(=S)(N2CC2)N3CC3. Cell line: HCC-2998. Synergy scores: CSS=19.6, Synergy_ZIP=-5.50, Synergy_Bliss=-2.56, Synergy_Loewe=-1.63, Synergy_HSA=-0.655.